This data is from Catalyst prediction with 721,799 reactions and 888 catalyst types from USPTO. The task is: Predict which catalyst facilitates the given reaction. (1) Product: [CH:36]1([C:39]([N:22]2[CH2:23][C:20]([C:17]3[CH:18]=[CH:19][C:14]([C:11]4[CH2:10][C:9]([C:4]5[CH:5]=[C:6]([Cl:8])[CH:7]=[C:2]([Cl:1])[CH:3]=5)([C:25]([F:27])([F:26])[F:28])[O:13][N:12]=4)=[CH:15][CH:16]=3)([F:24])[CH2:21]2)=[O:40])[CH2:38][CH2:37]1. Reactant: [Cl:1][C:2]1[CH:3]=[C:4]([C:9]2([C:25]([F:28])([F:27])[F:26])[O:13][N:12]=[C:11]([C:14]3[CH:19]=[CH:18][C:17]([C:20]4([F:24])[CH2:23][NH:22][CH2:21]4)=[CH:16][CH:15]=3)[CH2:10]2)[CH:5]=[C:6]([Cl:8])[CH:7]=1.C(N(CC)CC)C.[CH:36]1([C:39](Cl)=[O:40])[CH2:38][CH2:37]1.O. The catalyst class is: 2. (2) The catalyst class is: 733. Product: [CH2:25]([N:32]1[CH2:41][CH2:40][C:39]2[C:34](=[N:35][C:36]([N:14]3[CH2:13][CH2:12][CH:11]([C:9]([C:7]4[CH:8]=[C:3]([Cl:2])[CH:4]=[CH:5][C:6]=4[F:17])=[O:10])[CH2:16][CH2:15]3)=[C:37]([NH:42][CH:43]([CH3:45])[CH3:44])[N:38]=2)[CH2:33]1)[C:26]1[CH:27]=[CH:28][CH:29]=[CH:30][CH:31]=1.[C:19]([OH:20])([C:21]([F:24])([F:23])[F:22])=[O:18]. Reactant: Cl.[Cl:2][C:3]1[CH:4]=[CH:5][C:6]([F:17])=[C:7]([C:9]([CH:11]2[CH2:16][CH2:15][NH:14][CH2:13][CH2:12]2)=[O:10])[CH:8]=1.[OH:18][C:19]([C:21]([F:24])([F:23])[F:22])=[O:20].[CH2:25]([N:32]1[CH2:41][CH2:40][C:39]2[C:34](=[N:35][C:36](Cl)=[C:37]([NH:42][CH:43]([CH3:45])[CH3:44])[N:38]=2)[CH2:33]1)[C:26]1[CH:31]=[CH:30][CH:29]=[CH:28][CH:27]=1.CC(C)([O-])C.[Na+]. (3) Reactant: I[C:2]1[C:10]2[C:5](=[CH:6][C:7]([C:11]([O:13][CH3:14])=[O:12])=[CH:8][CH:9]=2)[N:4]([C:15]([O:17][C:18]([CH3:21])([CH3:20])[CH3:19])=[O:16])[CH:3]=1.[C:22]1(B(O)O)[CH:27]=[CH:26][CH:25]=[CH:24][CH:23]=1.COC1C=CC=C(OC)C=1C1C=CC=CC=1P(C1CCCCC1)C1CCCCC1.[O-]P([O-])([O-])=O.[K+].[K+].[K+]. Product: [C:22]1([C:2]2[C:10]3[C:5](=[CH:6][C:7]([C:11]([O:13][CH3:14])=[O:12])=[CH:8][CH:9]=3)[N:4]([C:15]([O:17][C:18]([CH3:21])([CH3:20])[CH3:19])=[O:16])[CH:3]=2)[CH:27]=[CH:26][CH:25]=[CH:24][CH:23]=1. The catalyst class is: 222. (4) Reactant: [NH2:1][CH:2]1[CH:11]([CH2:12][C:13]2[CH:18]=[CH:17][CH:16]=[CH:15][CH:14]=2)[C:10]2[CH:9]=[C:8]([CH2:19][NH:20][S:21]([CH2:24][CH2:25][CH3:26])(=[O:23])=[O:22])[CH:7]=[CH:6][C:5]=2[CH2:4][CH2:3]1.[O:27]1[CH2:30][C:29](=O)[CH2:28]1.C[Si]([C:36]#[N:37])(C)C. Product: [CH2:12]([CH:11]1[C:10]2[CH:9]=[C:8]([CH2:19][NH:20][S:21]([CH2:24][CH2:25][CH3:26])(=[O:23])=[O:22])[CH:7]=[CH:6][C:5]=2[CH2:4][CH2:3][CH:2]1[NH:1][C:29]1([C:36]#[N:37])[CH2:30][O:27][CH2:28]1)[C:13]1[CH:18]=[CH:17][CH:16]=[CH:15][CH:14]=1. The catalyst class is: 13. (5) Reactant: [N:1]1[CH:6]=[CH:5][CH:4]=[C:3]([C:7]2[N:11]=[C:10](C(Cl)(Cl)Cl)[O:9][N:8]=2)[CH:2]=1.[NH:16]1[CH2:21][CH:20]=[C:19]([C:22]2[C:30]3[C:25](=[N:26][CH:27]=[CH:28][CH:29]=3)[NH:24][CH:23]=2)[CH2:18][CH2:17]1. Product: [N:1]1[CH:6]=[CH:5][CH:4]=[C:3]([C:7]2[N:11]=[C:10]([N:16]3[CH2:17][CH:18]=[C:19]([C:22]4[C:30]5[C:25](=[N:26][CH:27]=[CH:28][CH:29]=5)[NH:24][CH:23]=4)[CH2:20][CH2:21]3)[O:9][N:8]=2)[CH:2]=1. The catalyst class is: 376. (6) Reactant: [H-].[Na+].[Br:3][C:4]1[C:8]2[N:9]=[C:10]([Cl:13])[N:11]=[CH:12][C:7]=2[NH:6][CH:5]=1.Cl[C:15]([C:28]1[CH:33]=[CH:32][CH:31]=[CH:30][CH:29]=1)([C:22]1[CH:27]=[CH:26][CH:25]=[CH:24][CH:23]=1)[C:16]1[CH:21]=[CH:20][CH:19]=[CH:18][CH:17]=1. Product: [Br:3][C:4]1[C:8]2[N:9]=[C:10]([Cl:13])[N:11]=[CH:12][C:7]=2[N:6]([C:15]([C:16]2[CH:21]=[CH:20][CH:19]=[CH:18][CH:17]=2)([C:28]2[CH:29]=[CH:30][CH:31]=[CH:32][CH:33]=2)[C:22]2[CH:23]=[CH:24][CH:25]=[CH:26][CH:27]=2)[CH:5]=1. The catalyst class is: 1. (7) Reactant: O.[NH2:2][NH2:3].[Cl:4][C:5]1[CH:10]=[CH:9][C:8]([C:11](=O)[CH2:12][N:13]2C(=O)CS[C:14]2=[O:19])=[CH:7][CH:6]=1. Product: [Cl:4][C:5]1[CH:10]=[CH:9][C:8]([C:11]2[CH2:12][NH:13][C:14](=[O:19])[NH:2][N:3]=2)=[CH:7][CH:6]=1. The catalyst class is: 5. (8) Reactant: [F:1][C:2]([F:15])([F:14])[S:3]([O:6]S(C(F)(F)F)(=O)=O)(=[O:5])=[O:4].[Br:16][C:17]1[CH:22]=[C:21]([CH3:23])[C:20](O)=[C:19]([CH3:25])[CH:18]=1.N1C=CC=CC=1.Cl. Product: [F:1][C:2]([F:15])([F:14])[S:3]([O:6][C:20]1[C:21]([CH3:23])=[CH:22][C:17]([Br:16])=[CH:18][C:19]=1[CH3:25])(=[O:5])=[O:4]. The catalyst class is: 124.